From a dataset of Full USPTO retrosynthesis dataset with 1.9M reactions from patents (1976-2016). Predict the reactants needed to synthesize the given product. (1) Given the product [C:14]([O:13][C@H:11]([CH3:12])[C@H:10]([NH:17][C:18]([O:20][C:21]([CH3:24])([CH3:23])[CH3:22])=[O:19])[C:9]([OH:25])=[O:8])(=[O:16])[CH3:15], predict the reactants needed to synthesize it. The reactants are: C([O:8][C:9](=[O:25])[CH:10]([NH:17][C:18]([O:20][C:21]([CH3:24])([CH3:23])[CH3:22])=[O:19])[CH:11]([O:13][C:14](=[O:16])[CH3:15])[CH3:12])C1C=CC=CC=1. (2) Given the product [C:1]([C@:15]1([CH2:16][OH:17])[O:18][C@@H:10]([N:19]2[C:28]3[N:27]=[CH:26][N:25]=[C:23]([OH:29])[C:22]=3[N:21]=[CH:20]2)[CH2:11][C@@H:13]1[OH:14])#[CH:2], predict the reactants needed to synthesize it. The reactants are: [CH2:1](O)[C:2](N)(CO)CO.Cl.[C@@H:10]1([N:19]2[C:28]3[N:27]=[CH:26][N:25]=[C:23](N)[C:22]=3[N:21]=[CH:20]2)[O:18][C@H:15]([CH2:16][OH:17])[C@@H:13]([OH:14])[C@H:11]1O.[OH2:29]. (3) Given the product [CH3:13][CH:14]([C:50]1[CH2:55][CH2:54][CH:53]2[C:52](=[CH:24][CH2:25][CH:3]3[C:4]([C:5]([OH:7])=[O:6])([CH3:35])[CH2:8][CH2:9][CH2:10][C:2]32[CH3:1])[CH:51]=1)[CH3:22], predict the reactants needed to synthesize it. The reactants are: [C:1](O)(=O)[C:2]1[CH:10]=[CH:9][CH:8]=[C:4]([C:5]([OH:7])=[O:6])[CH:3]=1.[C:13]1(=O)OC(=O)C2=CC=C[CH:22]=[C:14]12.[C:24](O)(=O)[CH2:25]CCCC(O)=O.O[CH2:35]C(C)(CO)C.C(C(CO)(CO)CC)O.[C:50]1(=O)[CH2:55][CH2:54][CH2:53][CH2:52][CH2:51]1. (4) Given the product [N+:5]([C:8]1[O:12][C:11]([CH:13]=[CH:14][C:15]2[N:24]=[C:23]([NH:1][CH2:2][CH2:3][NH2:4])[C:22]3[C:17](=[CH:18][CH:19]=[CH:20][CH:21]=3)[N:16]=2)=[CH:10][CH:9]=1)([O-:7])=[O:6], predict the reactants needed to synthesize it. The reactants are: [NH2:1][CH2:2][CH2:3][NH2:4].[N+:5]([C:8]1[O:12][C:11]([CH:13]=[CH:14][C:15]2[N:24]=[C:23](Cl)[C:22]3[C:17](=[CH:18][CH:19]=[CH:20][CH:21]=3)[N:16]=2)=[CH:10][CH:9]=1)([O-:7])=[O:6]. (5) Given the product [Si:24]([O:31][CH2:32][CH2:33][CH2:34][C:35]([C:13]1[CH:14]=[C:15]([CH:19]2[O:23][CH2:22][CH2:21][O:20]2)[S:16][C:17]=1[CH3:18])([C:37]1[CH:38]=[CH:39][CH:40]=[CH:41][CH:42]=1)[OH:36])([C:27]([CH3:30])([CH3:29])[CH3:28])([CH3:26])[CH3:25], predict the reactants needed to synthesize it. The reactants are: [Li]CCCC.CCCCCC.Br[C:13]1[CH:14]=[C:15]([CH:19]2[O:23][CH2:22][CH2:21][O:20]2)[S:16][C:17]=1[CH3:18].[Si:24]([O:31][CH2:32][CH2:33][CH2:34][C:35]([C:37]1[CH:42]=[CH:41][CH:40]=[CH:39][CH:38]=1)=[O:36])([C:27]([CH3:30])([CH3:29])[CH3:28])([CH3:26])[CH3:25].